Dataset: Catalyst prediction with 721,799 reactions and 888 catalyst types from USPTO. Task: Predict which catalyst facilitates the given reaction. (1) Reactant: [C:1]([C:5]1[O:6][C:7]([CH3:16])=[CH:8][C:9](=[C:11]([C:14]#[N:15])[C:12]#[N:13])[CH:10]=1)([CH3:4])([CH3:3])[CH3:2].[CH3:17][N:18]([CH3:30])[C:19]1[S:20][C:21]([CH:28]=O)=[C:22]2[O:27][CH2:26][CH2:25][O:24][C:23]=12.N1CCCCC1. Product: [C:1]([C:5]1[O:6][C:7]([CH:16]=[CH:28][C:21]2[S:20][C:19]([N:18]([CH3:17])[CH3:30])=[C:23]3[C:22]=2[O:27][CH2:26][CH2:25][O:24]3)=[CH:8][C:9](=[C:11]([C:14]#[N:15])[C:12]#[N:13])[CH:10]=1)([CH3:4])([CH3:2])[CH3:3]. The catalyst class is: 8. (2) Reactant: CC(C)([O-])C.[K+].C(O)(C)(C)C.[CH3:12][O:13][C:14](=[O:20])[CH2:15][C:16](=[O:19])[CH2:17][CH3:18].Br[CH2:22][C:23]1[CH:28]=[CH:27][C:26]([F:29])=[CH:25][C:24]=1[Cl:30]. Product: [CH3:12][O:13][C:14](=[O:20])[CH:15]([CH2:22][C:23]1[CH:28]=[CH:27][C:26]([F:29])=[CH:25][C:24]=1[Cl:30])[C:16](=[O:19])[CH2:17][CH3:18]. The catalyst class is: 30. (3) Reactant: [CH2:1]([C:3]1[N:13]([CH2:14][C:15]2[CH:20]=[CH:19][C:18]([NH:21][CH2:22][CH:23]3[CH2:28][CH2:27][NH:26][CH2:25][CH2:24]3)=[CH:17][CH:16]=2)[C:6]2=[N:7][C:8]([CH3:12])=[CH:9][C:10]([CH3:11])=[C:5]2[N:4]=1)[CH3:2].C(O)(=O)C.[O:33]1[CH2:38][CH2:37][C:36](=O)[CH2:35][CH2:34]1.C(O[BH-](OC(=O)C)OC(=O)C)(=O)C.[Na+].[OH-].[Na+]. Product: [CH2:1]([C:3]1[N:13]([CH2:14][C:15]2[CH:20]=[CH:19][C:18]([NH:21][CH2:22][CH:23]3[CH2:28][CH2:27][N:26]([CH:36]4[CH2:37][CH2:38][O:33][CH2:34][CH2:35]4)[CH2:25][CH2:24]3)=[CH:17][CH:16]=2)[C:6]2=[N:7][C:8]([CH3:12])=[CH:9][C:10]([CH3:11])=[C:5]2[N:4]=1)[CH3:2]. The catalyst class is: 68. (4) Reactant: Cl.[OH2:2].[NH:3]1[CH2:8][CH2:7][C:6](=[O:9])[CH2:5][CH2:4]1.[N+:10]([C:13]1[CH:18]=[CH:17][C:16]([S:19](Cl)(=[O:21])=[O:20])=[CH:15][CH:14]=1)([O-:12])=[O:11]. Product: [N+:10]([C:13]1[CH:18]=[CH:17][C:16]([S:19]([N:3]2[CH2:8][CH2:7][C:6]([OH:2])([OH:9])[CH2:5][CH2:4]2)(=[O:21])=[O:20])=[CH:15][CH:14]=1)([O-:12])=[O:11]. The catalyst class is: 529. (5) Reactant: COC1C=C(OC)C=CC=1C[NH:6][C:7]1[CH:12]=[C:11]([C:13]([OH:16])([CH3:15])[CH3:14])[CH:10]=[C:9]([CH3:17])[N:8]=1.C(O)(C(F)(F)F)=O. Product: [NH2:6][C:7]1[CH:12]=[C:11]([C:13]([OH:16])([CH3:14])[CH3:15])[CH:10]=[C:9]([CH3:17])[N:8]=1. The catalyst class is: 4. (6) Reactant: [Cl:1][C:2]1[CH:3]=[C:4]([C:9]23[CH2:14][CH:13]2[C:12](=O)[CH2:11][CH2:10]3)[CH:5]=[CH:6][C:7]=1[Cl:8].CC([O-])=O.[Na+].[NH2:21]O.Cl.[BH4-].[Na+]. Product: [ClH:1].[Cl:1][C:2]1[CH:3]=[C:4]([C:9]23[CH2:14][CH:13]2[CH:12]([NH2:21])[CH2:11][CH2:10]3)[CH:5]=[CH:6][C:7]=1[Cl:8]. The catalyst class is: 888.